Dataset: Reaction yield outcomes from USPTO patents with 853,638 reactions. Task: Predict the reaction yield, written as a fraction of the theoretical maximum amount of product (1.0 means a 100% yield; for example, 0.34 means a 34% yield). (1) The catalyst is ClCCl. The reactants are CS[C:3]1[N:4]=[CH:5][C:6]2[C:7](=[O:27])[N:8]([C:17]3[CH:18]=[CH:19][CH:20]=[C:21]4[C:26]=3[N:25]=[CH:24][CH:23]=[CH:22]4)[CH2:9][C@@H:10]3[CH2:16][CH2:15][CH2:14][N:11]3[C:12]=2[N:13]=1.C1C=C(Cl)C=C(C(OO)=O)C=1.C(Cl)(Cl)Cl.[CH2:43]([NH2:45])[CH3:44].C1COCC1. The product is [CH2:43]([NH:45][C:3]1[N:4]=[CH:5][C:6]2[C:7](=[O:27])[N:8]([C:17]3[CH:18]=[CH:19][CH:20]=[C:21]4[C:26]=3[N:25]=[CH:24][CH:23]=[CH:22]4)[CH2:9][C@@H:10]3[CH2:16][CH2:15][CH2:14][N:11]3[C:12]=2[N:13]=1)[CH3:44]. The yield is 0.760. (2) The reactants are [Si]([O:8][C@@H:9]1[CH2:14][C@@H:13]([O:15][CH3:16])[CH2:12][N:11]([C:17]([O:19][CH2:20][C:21]2[CH:26]=[CH:25][CH:24]=[CH:23][CH:22]=2)=[O:18])[CH2:10]1)(C(C)(C)C)(C)C.Cl.C(O)(C)C. The catalyst is CO. The product is [OH:8][C@@H:9]1[CH2:14][C@@H:13]([O:15][CH3:16])[CH2:12][N:11]([C:17]([O:19][CH2:20][C:21]2[CH:26]=[CH:25][CH:24]=[CH:23][CH:22]=2)=[O:18])[CH2:10]1. The yield is 0.920. (3) The reactants are [F:1][C:2]1[CH:7]=[CH:6][C:5]([N:8]2[CH2:13][CH2:12][N:11]([CH2:14][CH2:15][CH2:16][CH2:17][N:18]3[C:22]4[C:23](=O)[CH2:24][N:25]([CH3:29])[S:26](=[O:28])(=[O:27])[C:21]=4[CH:20]=[CH:19]3)[CH2:10][CH2:9]2)=[CH:4][CH:3]=1.Cl.[NH2:32][OH:33]. The catalyst is N1C=CC=CC=1. The product is [F:1][C:2]1[CH:7]=[CH:6][C:5]([N:8]2[CH2:13][CH2:12][N:11]([CH2:14][CH2:15][CH2:16][CH2:17][N:18]3[C:22]4[C:23](=[N:32][OH:33])[CH2:24][N:25]([CH3:29])[S:26](=[O:28])(=[O:27])[C:21]=4[CH:20]=[CH:19]3)[CH2:10][CH2:9]2)=[CH:4][CH:3]=1. The yield is 0.880. (4) The reactants are C(O)C.Cl.NO.C([N:10](C(C)C)CC)(C)C.[OH:16][C:17]1[C:18]([NH:23][C:24]([NH:26]C(OCC)=O)=S)=[N:19][CH:20]=[CH:21][CH:22]=1. The catalyst is CO. The product is [NH2:10][C:24]1[N:23]=[C:18]2[C:17]([OH:16])=[CH:22][CH:21]=[CH:20][N:19]2[N:26]=1. The yield is 0.540. (5) The reactants are [F:1][C:2]1[CH:28]=[C:27]([N+:29]([O-])=O)[CH:26]=[CH:25][C:3]=1[O:4][C:5]1[C:10]2=[C:11]([CH3:24])[C:12]([O:14][CH2:15][CH2:16][N:17]3[CH2:22][CH2:21][N:20]([CH3:23])[CH2:19][CH2:18]3)=[CH:13][N:9]2[N:8]=[CH:7][N:6]=1.FC1C=C(NC(NC(=O)CC2C=CC(F)=CC=2)=S)C=CC=1OC1C2=C(C)C=CN2N=CN=1. No catalyst specified. The product is [F:1][C:2]1[CH:28]=[C:27]([NH2:29])[CH:26]=[CH:25][C:3]=1[O:4][C:5]1[C:10]2=[C:11]([CH3:24])[C:12]([O:14][CH2:15][CH2:16][N:17]3[CH2:18][CH2:19][N:20]([CH3:23])[CH2:21][CH2:22]3)=[CH:13][N:9]2[N:8]=[CH:7][N:6]=1. The yield is 0.870. (6) The reactants are [O:1]=[C:2]1[C:10]2([CH2:14][O:13][C:12]3[CH:15]=[C:16]4[C:20](=[CH:21][C:11]2=3)[CH2:19][CH2:18][O:17]4)[C:9]2[C:4](=[CH:5][CH:6]=[CH:7][CH:8]=2)[N:3]1[CH2:22][C:23]1[CH:24]=[C:25]([CH:30]=[CH:31][CH:32]=1)[C:26]([O:28]C)=[O:27].O.[OH-].[Li+]. The catalyst is O1CCCC1.O. The product is [O:1]=[C:2]1[C:10]2([CH2:14][O:13][C:12]3[CH:15]=[C:16]4[C:20](=[CH:21][C:11]2=3)[CH2:19][CH2:18][O:17]4)[C:9]2[C:4](=[CH:5][CH:6]=[CH:7][CH:8]=2)[N:3]1[CH2:22][C:23]1[CH:24]=[C:25]([CH:30]=[CH:31][CH:32]=1)[C:26]([OH:28])=[O:27]. The yield is 0.810. (7) The reactants are [Cl:1][C:2]1[CH:7]=[C:6]([NH:8][C:9]([C:11]2[N:15]3[N:16]=[C:17]([NH:33][CH:34]4[CH2:39][CH2:38][S:37][CH2:36][CH2:35]4)[CH:18]=[C:19]([N:20]([CH:30]4[CH2:32][CH2:31]4)CC4C=CC(OC)=CC=4)[C:14]3=[N:13][CH:12]=2)=[O:10])[CH:5]=[CH:4][N:3]=1.C(O)(C(F)(F)F)=O. The catalyst is C(Cl)Cl.CO. The product is [Cl:1][C:2]1[CH:7]=[C:6]([NH:8][C:9]([C:11]2[N:15]3[N:16]=[C:17]([NH:33][CH:34]4[CH2:39][CH2:38][S:37][CH2:36][CH2:35]4)[CH:18]=[C:19]([NH:20][CH:30]4[CH2:32][CH2:31]4)[C:14]3=[N:13][CH:12]=2)=[O:10])[CH:5]=[CH:4][N:3]=1. The yield is 0.0833. (8) The reactants are [CH3:1][O:2][C:3]1[C:7]([C:8]#[N:9])=[CH:6][N:5]([C:10]2[CH:11]=[N:12][C:13]([C:16]([F:19])([F:18])[F:17])=[N:14][CH:15]=2)[N:4]=1.[ClH:20]. The catalyst is [Pd].CO. The product is [ClH:20].[CH3:1][O:2][C:3]1[C:7]([CH2:8][NH2:9])=[CH:6][N:5]([C:10]2[CH:15]=[N:14][C:13]([C:16]([F:19])([F:17])[F:18])=[N:12][CH:11]=2)[N:4]=1. The yield is 0.700. (9) The reactants are [Si:1]([O:8][CH:9]([CH2:15][C:16]#[CH:17])[C:10]([CH3:14])([CH3:13])[CH2:11][OH:12])([C:4]([CH3:7])([CH3:6])[CH3:5])([CH3:3])[CH3:2].C1C=C[NH+]=CC=1.C1C=C[NH+]=CC=1.[O-][Cr](O[Cr]([O-])(=O)=O)(=O)=O. The catalyst is C(Cl)Cl. The product is [Si:1]([O:8][CH:9]([CH2:15][C:16]#[CH:17])[C:10]([CH3:14])([CH3:13])[CH:11]=[O:12])([C:4]([CH3:7])([CH3:6])[CH3:5])([CH3:3])[CH3:2]. The yield is 0.370. (10) The reactants are [Br:1][C:2]1[CH:7]=[CH:6][C:5]([NH:8][C:9]2[C:23]([CH:24]3O[CH:27]=[N:26][CH:25]3S(C3C=CC(C)=CC=3)(=O)=O)=[CH:22][C:12]3[N:13](CCS(C)(=O)=O)[CH:14]=[N:15][C:11]=3[C:10]=2[F:39])=[C:4]([Cl:40])[CH:3]=1.[NH3:41]. The catalyst is CO. The product is [Br:1][C:2]1[CH:7]=[CH:6][C:5]([NH:8][C:9]2[C:23]([C:24]3[NH:41][CH:27]=[N:26][CH:25]=3)=[CH:22][C:12]3[NH:13][CH:14]=[N:15][C:11]=3[C:10]=2[F:39])=[C:4]([Cl:40])[CH:3]=1. The yield is 0.0700.